From a dataset of Full USPTO retrosynthesis dataset with 1.9M reactions from patents (1976-2016). Predict the reactants needed to synthesize the given product. (1) Given the product [Cl:18][C:15]1[CH:16]=[CH:17][C:12]([CH2:11][N:10]2[C:9]3[C:8](=[O:19])[N:7]([CH2:20][CH2:21][CH2:22][OH:23])[C:6](=[O:24])[N:5]([CH2:25][CH3:26])[C:4]=3[N:3]=[C:2]2[O:34][C:30]2[CH:31]=[N:32][CH:33]=[C:28]([CH3:27])[CH:29]=2)=[CH:13][CH:14]=1, predict the reactants needed to synthesize it. The reactants are: Cl[C:2]1[N:10]([CH2:11][C:12]2[CH:17]=[CH:16][C:15]([Cl:18])=[CH:14][CH:13]=2)[C:9]2[C:8](=[O:19])[N:7]([CH2:20][CH2:21][CH2:22][OH:23])[C:6](=[O:24])[N:5]([CH2:25][CH3:26])[C:4]=2[N:3]=1.[CH3:27][C:28]1[CH:29]=[C:30]([OH:34])[CH:31]=[N:32][CH:33]=1.C(=O)([O-])[O-].[K+].[K+]. (2) Given the product [C:21]1([CH2:20][CH2:19][CH2:18][CH2:17][CH:16]([OH:30])[CH2:2][CH:3]([C:5]2[O:6][C:7]([C:10]3[CH:15]=[CH:14][CH:13]=[CH:12][N:11]=3)=[CH:8][N:9]=2)[OH:4])[CH:26]=[CH:25][CH:24]=[CH:23][CH:22]=1, predict the reactants needed to synthesize it. The reactants are: O[CH:2]([CH2:16][CH2:17][CH2:18][CH2:19][CH2:20][C:21]1[CH:26]=[CH:25][CH:24]=[CH:23][CH:22]=1)[C:3]([C:5]1[O:6][C:7]([C:10]2[CH:15]=[CH:14][CH:13]=[CH:12][N:11]=2)=[CH:8][N:9]=1)=[O:4].[BH4-].[Na+].C[OH:30]. (3) Given the product [C:17]([O:16][C:14](=[O:15])[NH:21][CH2:22][CH2:23][NH:24][C:5](=[O:7])[C:4]1[CH:10]=[CH:11][CH:12]=[CH:13][C:3]=1[NH:2][CH3:8])([CH3:20])([CH3:18])[CH3:19], predict the reactants needed to synthesize it. The reactants are: C[N:2]1[C:8](=O)[O:7][C:5](=O)[C:4]2=[CH:10][CH:11]=[CH:12][CH:13]=[C:3]12.[C:14]([NH:21][CH2:22][CH2:23][NH2:24])([O:16][C:17]([CH3:20])([CH3:19])[CH3:18])=[O:15]. (4) The reactants are: [F:1][C:2]([F:18])([F:17])[C:3]1[CH:8]=[CH:7][CH:6]=[CH:5][C:4]=1[C:9]1[CH:14]=[CH:13][C:12]([CH:15]=O)=[CH:11][CH:10]=1.[BH4-].[Na+].CCN(C(C)C)C(C)C.O=S(Cl)[Cl:32]. Given the product [Cl:32][CH2:15][C:12]1[CH:13]=[CH:14][C:9]([C:4]2[CH:5]=[CH:6][CH:7]=[CH:8][C:3]=2[C:2]([F:18])([F:17])[F:1])=[CH:10][CH:11]=1, predict the reactants needed to synthesize it. (5) Given the product [F:6][C:7]1[CH:16]=[C:15]2[C:10]([CH:11]=[CH:12][CH:13]=[N:14]2)=[CH:9][C:8]=1[CH2:17][C:18]1[N:22]2[N:23]=[C:24](/[C:27](=[N:5]/[NH:4][C:1](=[O:3])[CH3:2])/[CH3:28])[CH:25]=[CH:26][C:21]2=[N:20][CH:19]=1, predict the reactants needed to synthesize it. The reactants are: [C:1]([NH:4][NH2:5])(=[O:3])[CH3:2].[F:6][C:7]1[CH:16]=[C:15]2[C:10]([CH:11]=[CH:12][CH:13]=[N:14]2)=[CH:9][C:8]=1[CH2:17][C:18]1[N:22]2[N:23]=[C:24]([C:27](=O)[CH3:28])[CH:25]=[CH:26][C:21]2=[N:20][CH:19]=1. (6) The reactants are: [C:1]1([S:7]([N:10]2[CH:14]=[C:13]([CH:15]=[CH:16][C:17]3[CH:22]=[CH:21][CH:20]=[C:19]([F:23])[CH:18]=3)[C:12]([C:24]3[CH:25]=[N:26][CH:27]=[CH:28][CH:29]=3)=[N:11]2)(=[O:9])=[O:8])[CH:6]=[CH:5][CH:4]=[CH:3][CH:2]=1.[OH-].[K+].NN.O. Given the product [F:23][C:19]1[CH:18]=[C:17]([CH:16]=[CH:15][C:13]2[C:12]([C:24]3[CH:25]=[N:26][CH:27]=[CH:28][CH:29]=3)=[N:11][NH:10][CH:14]=2)[CH:22]=[CH:21][CH:20]=1.[C:1]1([S:7]([N:10]2[CH:14]=[C:13]([CH:15]=[CH:16][C:17]3[CH:22]=[CH:21][CH:20]=[C:19]([F:23])[CH:18]=3)[C:12]([C:24]3[CH:25]=[N:26][CH:27]=[CH:28][CH:29]=3)=[N:11]2)(=[O:8])=[O:9])[CH:2]=[CH:3][CH:4]=[CH:5][CH:6]=1, predict the reactants needed to synthesize it. (7) Given the product [O:34]1[C:35]2[CH:41]=[CH:40][CH:39]=[CH:38][C:36]=2[N:37]=[C:33]1[C:10]1[C:9]([NH2:8])=[N:14][CH:13]=[C:12]([C:15]2[N:16]=[N:17][N:18]([CH:20]3[CH2:21][CH2:22][NH:23][CH2:24][CH2:25]3)[CH:19]=2)[CH:11]=1, predict the reactants needed to synthesize it. The reactants are: C(O)(C(F)(F)F)=O.[NH2:8][C:9]1[N:14]=[CH:13][C:12]([C:15]2[N:16]=[N:17][N:18]([CH:20]3[CH2:25][CH2:24][N:23](C(OC(C)(C)C)=O)[CH2:22][CH2:21]3)[CH:19]=2)=[CH:11][C:10]=1[C:33]1[O:34][C:35]2[CH:41]=[CH:40][CH:39]=[CH:38][C:36]=2[N:37]=1.